Dataset: Forward reaction prediction with 1.9M reactions from USPTO patents (1976-2016). Task: Predict the product of the given reaction. (1) Given the reactants Br[C:2]1[C:3]2[C:4]([C:20](=[O:28])[C:21]3[CH:26]=[CH:25][C:24]([Cl:27])=[CH:23][CH:22]=3)=[C:5]3[CH:14]([CH2:15][C:16]([O:18]C)=[O:17])[CH2:13][CH2:12][N:6]3[C:7]=2[CH:8]=[C:9]([F:11])[CH:10]=1.[SnH4], predict the reaction product. The product is: [Cl:27][C:24]1[CH:23]=[CH:22][C:21]([C:20]([C:4]2[C:3]3[C:2]([C:2]4[CH:3]=[CH:7][CH:8]=[CH:9][CH:10]=4)=[CH:10][C:9]([F:11])=[CH:8][C:7]=3[N:6]3[CH2:12][CH2:13][CH:14]([CH2:15][C:16]([OH:18])=[O:17])[C:5]=23)=[O:28])=[CH:26][CH:25]=1. (2) Given the reactants C(=O)=O.C(#N)C.[C:7]([C:9]1[N:10]([NH:14][C:15](=[O:21])[O:16][C:17]([CH3:20])([CH3:19])[CH3:18])[CH:11]=[CH:12][CH:13]=1)#[N:8].[Br:22]N1C(C)(C)C(=O)N(Br)C1=O, predict the reaction product. The product is: [Br:22][C:12]1[CH:13]=[C:9]([C:7]#[N:8])[N:10]([NH:14][C:15](=[O:21])[O:16][C:17]([CH3:18])([CH3:20])[CH3:19])[CH:11]=1.